This data is from Forward reaction prediction with 1.9M reactions from USPTO patents (1976-2016). The task is: Predict the product of the given reaction. Given the reactants [NH:1]1[CH2:5][CH2:4][NH:3][C:2]1=[O:6].[Li+].C[Si]([N-][Si](C)(C)C)(C)C.Br[CH2:18][C:19]#[N:20], predict the reaction product. The product is: [O:6]=[C:2]1[NH:3][CH2:4][CH2:5][N:1]1[CH2:18][C:19]#[N:20].